From a dataset of Merck oncology drug combination screen with 23,052 pairs across 39 cell lines. Regression. Given two drug SMILES strings and cell line genomic features, predict the synergy score measuring deviation from expected non-interaction effect. (1) Drug 1: Cn1c(=O)n(-c2ccc(C(C)(C)C#N)cc2)c2c3cc(-c4cnc5ccccc5c4)ccc3ncc21. Drug 2: CCc1c2c(nc3ccc(O)cc13)-c1cc3c(c(=O)n1C2)COC(=O)C3(O)CC. Cell line: OV90. Synergy scores: synergy=9.84. (2) Drug 1: O=S1(=O)NC2(CN1CC(F)(F)F)C1CCC2Cc2cc(C=CCN3CCC(C(F)(F)F)CC3)ccc2C1. Drug 2: CN(C)C(=N)N=C(N)N. Cell line: A427. Synergy scores: synergy=10.3. (3) Drug 1: COC12C(COC(N)=O)C3=C(C(=O)C(C)=C(N)C3=O)N1CC1NC12. Drug 2: C=CCn1c(=O)c2cnc(Nc3ccc(N4CCN(C)CC4)cc3)nc2n1-c1cccc(C(C)(C)O)n1. Cell line: PA1. Synergy scores: synergy=24.7. (4) Drug 2: CCC1=CC2CN(C1)Cc1c([nH]c3ccccc13)C(C(=O)OC)(c1cc3c(cc1OC)N(C)C1C(O)(C(=O)OC)C(OC(C)=O)C4(CC)C=CCN5CCC31C54)C2. Drug 1: N#Cc1ccc(Cn2cncc2CN2CCN(c3cccc(Cl)c3)C(=O)C2)cc1. Synergy scores: synergy=-0.629. Cell line: UACC62.